Task: Predict the product of the given reaction.. Dataset: Forward reaction prediction with 1.9M reactions from USPTO patents (1976-2016) (1) Given the reactants [I:1][C:2]1[C:10]2[C:5](=[CH:6][CH:7]=[CH:8][C:9]=2[N+:11]([O-])=O)[N:4]([CH2:14][C:15]2N=C(C)S[CH:19]=2)[N:3]=1.[CH3:21][C:22]1[S:23]C(C(OCC)=O)=C[N:26]=1.[NH4+].[Cl-], predict the reaction product. The product is: [I:1][C:2]1[C:10]2[C:9]([NH2:11])=[CH:8][CH:7]=[CH:6][C:5]=2[N:4]([CH2:14][C:15]2[S:23][C:22]([CH3:21])=[N:26][CH:19]=2)[N:3]=1. (2) Given the reactants [OH:1][C:2]1[CH:10]=[CH:9][C:8]2[N:7]3[CH2:11][CH2:12][CH:13]([CH2:14][C:15]([O:17][C:18]([CH3:21])([CH3:20])[CH3:19])=[O:16])[C:6]3=[CH:5][C:4]=2[CH:3]=1.C(=O)([O-])[O-].[Cs+].[Cs+].Cl[CH2:29][C:30]1[CH:35]=[CH:34][C:33]([O:36][CH:37]([CH3:39])[CH3:38])=[C:32]([C:40]([F:43])([F:42])[F:41])[CH:31]=1, predict the reaction product. The product is: [CH:37]([O:36][C:33]1[CH:34]=[CH:35][C:30]([CH2:29][O:1][C:2]2[CH:10]=[CH:9][C:8]3[N:7]4[CH2:11][CH2:12][CH:13]([CH2:14][C:15]([O:17][C:18]([CH3:21])([CH3:20])[CH3:19])=[O:16])[C:6]4=[CH:5][C:4]=3[CH:3]=2)=[CH:31][C:32]=1[C:40]([F:41])([F:42])[F:43])([CH3:39])[CH3:38]. (3) The product is: [N:11]1([CH2:10][CH2:9][O:8][C:7]2[CH:16]=[CH:17][C:4]([NH2:1])=[CH:5][CH:6]=2)[CH:15]=[CH:14][N:13]=[CH:12]1. Given the reactants [N+:1]([C:4]1[CH:17]=[CH:16][C:7]([O:8][CH2:9][CH2:10][N:11]2[CH:15]=[CH:14][N:13]=[CH:12]2)=[CH:6][CH:5]=1)([O-])=O.ClCCl.CCOCC, predict the reaction product. (4) Given the reactants [C:1]([C:4]1[C:9]([OH:10])=[CH:8][C:7]([NH:11][C:12](=[O:14])[CH3:13])=[C:6]([Cl:15])[CH:5]=1)(=[O:3])[CH3:2].[F:16][C:17]1[C:18]([CH:23]=O)=[N:19][CH:20]=[CH:21][CH:22]=1.[OH-].[Na+].Cl, predict the reaction product. The product is: [Cl:15][C:6]1[CH:5]=[C:4]([C:1](=[O:3])/[CH:2]=[CH:23]/[C:18]2[C:17]([F:16])=[CH:22][CH:21]=[CH:20][N:19]=2)[C:9]([OH:10])=[CH:8][C:7]=1[NH:11][C:12](=[O:14])[CH3:13]. (5) Given the reactants [F:1][C:2]([F:34])([F:33])[C:3]1[CH:4]=[C:5]([C@H:13]([O:15][C@@H:16]2[C@@H:25]([C:26]3[CH:31]=[CH:30][C:29]([F:32])=[CH:28][CH:27]=3)[C:24]3[N:23]=[CH:22][CH:21]=[CH:20][C:19]=3[CH2:18][CH2:17]2)[CH3:14])[CH:6]=[C:7]([C:9]([F:12])([F:11])[F:10])[CH:8]=1.C1C=C(Cl)C=C(C(OO)=[O:43])C=1.[OH-].[Na+], predict the reaction product. The product is: [F:34][C:2]([F:1])([F:33])[C:3]1[CH:4]=[C:5]([C@H:13]([O:15][C@@H:16]2[C@@H:25]([C:26]3[CH:27]=[CH:28][C:29]([F:32])=[CH:30][CH:31]=3)[C:24]3[N+:23]([O-:43])=[CH:22][CH:21]=[CH:20][C:19]=3[CH2:18][CH2:17]2)[CH3:14])[CH:6]=[C:7]([C:9]([F:12])([F:10])[F:11])[CH:8]=1.